Dataset: Catalyst prediction with 721,799 reactions and 888 catalyst types from USPTO. Task: Predict which catalyst facilitates the given reaction. (1) Reactant: [F:1][C:2]([F:25])([F:24])[CH2:3][N:4]1[C:8]([C:9]2[N:18]=[C:17]3[N:11]([CH2:12][CH2:13][O:14][C:15]4[CH:22]=[C:21]([OH:23])[CH:20]=[CH:19][C:16]=43)[CH:10]=2)=[N:7][CH:6]=[N:5]1.COC(=O)C(O)C(C)C.[C:35]([O:39][C:40](=[O:45])[C@@H:41](O)[CH2:42][CH3:43])([CH3:38])([CH3:37])[CH3:36].CO. Product: [C:35]([O:39][C:40](=[O:45])[C@H:41]([O:23][C:21]1[CH:20]=[CH:19][C:16]2[C:17]3[N:11]([CH2:12][CH2:13][O:14][C:15]=2[CH:22]=1)[CH:10]=[C:9]([C:8]1[N:4]([CH2:3][C:2]([F:24])([F:1])[F:25])[N:5]=[CH:6][N:7]=1)[N:18]=3)[CH2:42][CH3:43])([CH3:38])([CH3:37])[CH3:36]. The catalyst class is: 13. (2) Reactant: [OH:1][C:2]1[CH:7]=[CH:6][CH:5]=[C:4]([OH:8])[CH:3]=1.[OH-].[K+].O.Br[C:13]([F:19])([F:18])[C:14]([F:17])([F:16])[Br:15]. Product: [Br:15][C:14]([F:17])([F:16])[C:13]([F:19])([F:18])[O:1][C:2]1[CH:7]=[CH:6][CH:5]=[C:4]([O:8][C:13]([F:19])([F:18])[C:14]([F:17])([F:16])[Br:15])[CH:3]=1. The catalyst class is: 16. (3) Reactant: [Cl:1][C:2]1[CH:7]=[CH:6][CH:5]=[C:4]([F:8])[C:3]=1[C:9]1[N:10]=[C:11]2[CH:16]=[CH:15][CH:14]=[C:13]([NH:17][C:18](=[O:24])OC(C)(C)C)[N:12]2[C:25]=1[NH:26][C:27]1[CH:36]=[CH:35][C:30]2[O:31][CH2:32][CH2:33][O:34][C:29]=2[CH:28]=1.[OH-].[Na+].[NH4+].[Cl-]. Product: [Cl:1][C:2]1[CH:7]=[CH:6][CH:5]=[C:4]([F:8])[C:3]=1[C:9]1[N:10]=[C:11]2[N:12]3[C:13]([NH:17][C:18](=[O:24])[N:26]([C:27]4[CH:28]=[CH:29][C:30]5[O:31][CH2:32][CH2:33][O:34][C:35]=5[CH:36]=4)[C:25]=13)=[CH:14][CH:15]=[CH:16]2. The catalyst class is: 14. (4) Reactant: [Li+].[Cl-].[AlH](CC(C)C)CC(C)C.Br[C:13]1[CH:18]=[CH:17][C:16]([F:19])=[C:15]([O:20][CH2:21][O:22][CH3:23])[CH:14]=1.C(O[B:28]1[O:32][C:31]([CH3:34])([CH3:33])[C:30]([CH3:36])([CH3:35])[O:29]1)(C)C. Product: [F:19][C:16]1[CH:17]=[CH:18][C:13]([B:28]2[O:32][C:31]([CH3:34])([CH3:33])[C:30]([CH3:36])([CH3:35])[O:29]2)=[CH:14][C:15]=1[O:20][CH2:21][O:22][CH3:23]. The catalyst class is: 1. (5) Reactant: [Cl:1][C:2]1=[N:3][C:4]2[CH:16]=[C:15]([C:17](Cl)=[O:18])[CH:14]=[CH:13][C:5]=2[S:6][C:7]2[CH:12]=[CH:11][CH:10]=[CH:9][C:8]1=2.C(N(CC)CC)C.[F:27][C:28]([F:33])([F:32])[CH2:29][CH2:30][NH2:31]. Product: [Cl:1][C:2]1=[N:3][C:4]2[CH:16]=[C:15]([C:17]([NH:31][CH2:30][CH2:29][C:28]([F:33])([F:32])[F:27])=[O:18])[CH:14]=[CH:13][C:5]=2[S:6][C:7]2[CH:12]=[CH:11][CH:10]=[CH:9][C:8]1=2. The catalyst class is: 4. (6) Reactant: [CH3:1][O:2][C:3](=[O:12])[C:4]1[CH:9]=[C:8]([OH:10])[CH:7]=[C:6]([OH:11])[CH:5]=1.[H-].[Na+].[CH3:15][N:16]([CH3:20])[C:17](Cl)=[S:18].[OH-].[K+]. Product: [CH3:1][O:2][C:3](=[O:12])[C:4]1[CH:5]=[C:6]([O:11][C:17](=[S:18])[N:16]([CH3:20])[CH3:15])[CH:7]=[C:8]([O:10][C:17](=[S:18])[N:16]([CH3:20])[CH3:15])[CH:9]=1. The catalyst class is: 3. (7) Reactant: [CH3:1]I.[H-].[Na+].[Cl:5][C:6]1[CH:7]=[C:8]2[C:12](=[CH:13][CH:14]=1)[N:11]([CH2:15][C:16]1[CH:21]=[CH:20][C:19]([O:22][CH3:23])=[CH:18][C:17]=1[O:24][CH3:25])[C:10](=[O:26])[C:9]2([C:28]1[CH:33]=[C:32]([CH2:34][OH:35])[CH:31]=[CH:30][C:29]=1[Cl:36])[CH3:27]. Product: [Cl:5][C:6]1[CH:7]=[C:8]2[C:12](=[CH:13][CH:14]=1)[N:11]([CH2:15][C:16]1[CH:21]=[CH:20][C:19]([O:22][CH3:23])=[CH:18][C:17]=1[O:24][CH3:25])[C:10](=[O:26])[C:9]2([C:28]1[CH:33]=[C:32]([CH2:34][O:35][CH3:1])[CH:31]=[CH:30][C:29]=1[Cl:36])[CH3:27]. The catalyst class is: 7. (8) Reactant: [CH3:1][Si:2]([CH3:19])([CH3:18])[CH2:3][CH2:4][O:5][CH2:6][N:7]1[C:11]2[CH:12]=[CH:13][CH:14]=[CH:15][C:10]=2[N:9]=[C:8]1[CH:16]=O.[N:20]1[CH:25]=[CH:24][CH:23]=[CH:22][C:21]=1[CH:26]([NH2:28])[CH3:27].[BH-](OC(C)=O)(OC(C)=O)OC(C)=O.[Na+]. Product: [N:20]1[CH:25]=[CH:24][CH:23]=[CH:22][C:21]=1[CH:26]([NH:28][CH2:16][C:8]1[N:7]([CH2:6][O:5][CH2:4][CH2:3][Si:2]([CH3:19])([CH3:18])[CH3:1])[C:11]2[CH:12]=[CH:13][CH:14]=[CH:15][C:10]=2[N:9]=1)[CH3:27]. The catalyst class is: 2.